Dataset: Full USPTO retrosynthesis dataset with 1.9M reactions from patents (1976-2016). Task: Predict the reactants needed to synthesize the given product. The reactants are: [Br:1][C:2]1[CH:3]=[C:4]2[C:10](/[CH:11]=[C:12]3\[O:13][C:14]4[C:21]([CH2:22][N:23]5[CH2:28][CH2:27][N:26](C(OC(C)(C)C)=O)[CH2:25][CH2:24]5)=[C:20]([OH:36])[CH:19]=[CH:18][C:15]=4[C:16]\3=[O:17])=[CH:9][NH:8][C:5]2=[N:6][CH:7]=1.[ClH:37]. Given the product [ClH:37].[ClH:37].[ClH:37].[Br:1][C:2]1[CH:3]=[C:4]2[C:10](/[CH:11]=[C:12]3\[O:13][C:14]4[C:21]([CH2:22][N:23]5[CH2:28][CH2:27][NH:26][CH2:25][CH2:24]5)=[C:20]([OH:36])[CH:19]=[CH:18][C:15]=4[C:16]\3=[O:17])=[CH:9][NH:8][C:5]2=[N:6][CH:7]=1, predict the reactants needed to synthesize it.